Dataset: Reaction yield outcomes from USPTO patents with 853,638 reactions. Task: Predict the reaction yield, written as a fraction of the theoretical maximum amount of product (1.0 means a 100% yield; for example, 0.34 means a 34% yield). (1) The reactants are Br[C:2]1[C:6]([CH3:8])([CH3:7])[O:5]/[C:4](=[C:9]2/[C:10](=[O:19])[NH:11][C:12]3[C:17]/2=[CH:16][C:15]([F:18])=[CH:14][CH:13]=3)/[CH:3]=1.[CH:20]([C:22]1[CH:27]=[CH:26][C:25](B(O)O)=[CH:24][CH:23]=1)=[O:21].C(=O)([O-])[O-].[K+].[K+].C(OCC)(=O)C. The catalyst is C1COCC1.O.C1(P(C2C=CC=CC=2)C2C=CC=CC=2)C=CC=CC=1.C1(P(C2C=CC=CC=2)C2C=CC=CC=2)C=CC=CC=1.C1(P(C2C=CC=CC=2)C2C=CC=CC=2)C=CC=CC=1.C1(P(C2C=CC=CC=2)C2C=CC=CC=2)C=CC=CC=1.[Pd]. The product is [F:18][C:15]1[CH:16]=[C:17]2[C:12](=[CH:13][CH:14]=1)[NH:11][C:10](=[O:19])/[C:9]/2=[C:4]1\[CH:3]=[C:2]([C:25]2[CH:26]=[CH:27][C:22]([CH:20]=[O:21])=[CH:23][CH:24]=2)[C:6]([CH3:8])([CH3:7])[O:5]\1. The yield is 0.515. (2) The reactants are [F:1][C:2]([F:25])([F:24])[C:3]1[N:8]=[C:7]([NH:9][C:10]2[CH:15]=[CH:14][N:13]3[N:16]=[CH:17][C:18]([C:19]([O:21]CC)=[O:20])=[C:12]3[N:11]=2)[CH:6]=[CH:5][CH:4]=1.[OH-].[Na+]. The catalyst is C(O)C. The product is [F:24][C:2]([F:1])([F:25])[C:3]1[N:8]=[C:7]([NH:9][C:10]2[CH:15]=[CH:14][N:13]3[N:16]=[CH:17][C:18]([C:19]([OH:21])=[O:20])=[C:12]3[N:11]=2)[CH:6]=[CH:5][CH:4]=1. The yield is 1.00.